This data is from Reaction yield outcomes from USPTO patents with 853,638 reactions. The task is: Predict the reaction yield, written as a fraction of the theoretical maximum amount of product (1.0 means a 100% yield; for example, 0.34 means a 34% yield). (1) The reactants are [C:1]([OH:10])(=[O:9])[C@@H:2]([C@H:4]([C:6]([OH:8])=O)[OH:5])[OH:3].[C:11](Cl)(=[O:15])[CH:12]([CH3:14])[CH3:13]. The product is [O:10]=[C:1]1[C@H:2]([O:3][C:11](=[O:15])[CH:12]([CH3:14])[CH3:13])[C@@H:4]([O:5][C:11](=[O:15])[CH:12]([CH3:14])[CH3:13])[C:6](=[O:8])[O:9]1. The yield is 0.710. The catalyst is C1(C)C=CC=CC=1.CCOCC.CCCCCC. (2) The reactants are Cl[C:2]1[C:11]([NH:12][C:13](=O)[C:14]2[CH:19]=[CH:18][CH:17]=[CH:16][C:15]=2[N+:20]([O-:22])=[O:21])=[CH:10][C:5]([C:6]([O:8][CH3:9])=[O:7])=[CH:4][N:3]=1.P12(SP3(SP(SP(S3)(S1)=S)(=S)S2)=S)=[S:25].N1C=CC=CC=1. The catalyst is CC1C=CC(C)=CC=1. The product is [N+:20]([C:15]1[CH:16]=[CH:17][CH:18]=[CH:19][C:14]=1[C:13]1[S:25][C:2]2[C:11]([N:12]=1)=[CH:10][C:5]([C:6]([O:8][CH3:9])=[O:7])=[CH:4][N:3]=2)([O-:22])=[O:21]. The yield is 0.570. (3) The reactants are [C:1]([C:5]1[C:6]([O:16]COC)=[C:7]([C:11]([CH3:15])=[C:12]([F:14])[CH:13]=1)[C:8]([OH:10])=[O:9])([CH3:4])([CH3:3])[CH3:2].Cl. The catalyst is O. The product is [C:1]([C:5]1[C:6]([OH:16])=[C:7]([C:11]([CH3:15])=[C:12]([F:14])[CH:13]=1)[C:8]([OH:10])=[O:9])([CH3:4])([CH3:3])[CH3:2]. The yield is 0.500. (4) The reactants are [CH3:1][C:2]([C:6]1[CH:11]=[CH:10][C:9]([N+:12]([O-:14])=[O:13])=[CH:8][CH:7]=1)([CH3:5])[CH2:3][NH2:4].[OH-].[Na+].[CH3:17][C:18]([O:21][C:22](O[C:22]([O:21][C:18]([CH3:20])([CH3:19])[CH3:17])=[O:23])=[O:23])([CH3:20])[CH3:19].OS([O-])(=O)=O.[K+]. The catalyst is O1CCOCC1.O. The product is [CH3:5][C:2]([C:6]1[CH:11]=[CH:10][C:9]([N+:12]([O-:14])=[O:13])=[CH:8][CH:7]=1)([CH3:1])[CH2:3][NH:4][C:22](=[O:23])[O:21][C:18]([CH3:20])([CH3:19])[CH3:17]. The yield is 0.800.